This data is from Full USPTO retrosynthesis dataset with 1.9M reactions from patents (1976-2016). The task is: Predict the reactants needed to synthesize the given product. (1) Given the product [C:2]([C:4]1[C:5]([NH:37][CH2:38][CH2:39][O:40][CH3:41])=[CH:6][C:7]([NH:10][C:11]([N:13]2[C:22]3[C:17](=[CH:18][C:19]([CH2:28][N:29]4[CH2:34][CH2:33][N:32]([CH3:35])[CH2:31][C:30]4=[O:36])=[C:20]([CH:23]=[O:24])[N:21]=3)[CH2:16][CH2:15][CH2:14]2)=[O:12])=[N:8][CH:9]=1)#[N:3], predict the reactants needed to synthesize it. The reactants are: Cl.[C:2]([C:4]1[C:5]([NH:37][CH2:38][CH2:39][O:40][CH3:41])=[CH:6][C:7]([NH:10][C:11]([N:13]2[C:22]3[C:17](=[CH:18][C:19]([CH2:28][N:29]4[CH2:34][CH2:33][N:32]([CH3:35])[CH2:31][C:30]4=[O:36])=[C:20]([CH:23](OC)[O:24]C)[N:21]=3)[CH2:16][CH2:15][CH2:14]2)=[O:12])=[N:8][CH:9]=1)#[N:3].C([O-])(O)=O.[Na+].CCOC(C)=O. (2) Given the product [NH2:1][C:2]1[CH:10]=[CH:9][C:5]([C:6]([NH:14][C:15]2[CH:23]=[C:22]3[C:18]([CH:19]=[N:20][NH:21]3)=[CH:17][CH:16]=2)=[O:8])=[CH:4][C:3]=1[N+:11]([O-:13])=[O:12], predict the reactants needed to synthesize it. The reactants are: [NH2:1][C:2]1[CH:10]=[CH:9][C:5]([C:6]([OH:8])=O)=[CH:4][C:3]=1[N+:11]([O-:13])=[O:12].[NH2:14][C:15]1[CH:23]=[C:22]2[C:18]([CH:19]=[N:20][NH:21]2)=[CH:17][CH:16]=1.CN(C(ON1N=NC2C=CC=CC1=2)=[N+](C)C)C.F[P-](F)(F)(F)(F)F. (3) Given the product [OH:36][C@H:33]1[CH2:34][CH2:35][N:31]([C:2]2[N:6]=[C:5]([CH:7]3[CH2:12][CH:11]([C:13]4[CH:18]=[CH:17][C:16]([C:19]([F:22])([F:21])[F:20])=[CH:15][CH:14]=4)[CH2:10][N:9]([C:23]([N:25]4[CH2:30][CH2:29][O:28][CH2:27][CH2:26]4)=[O:24])[CH2:8]3)[O:4][N:3]=2)[CH2:32]1, predict the reactants needed to synthesize it. The reactants are: Cl[C:2]1[N:6]=[C:5]([CH:7]2[CH2:12][CH:11]([C:13]3[CH:18]=[CH:17][C:16]([C:19]([F:22])([F:21])[F:20])=[CH:15][CH:14]=3)[CH2:10][N:9]([C:23]([N:25]3[CH2:30][CH2:29][O:28][CH2:27][CH2:26]3)=[O:24])[CH2:8]2)[O:4][N:3]=1.[NH:31]1[CH2:35][CH2:34][C@H:33]([OH:36])[CH2:32]1.